Dataset: Catalyst prediction with 721,799 reactions and 888 catalyst types from USPTO. Task: Predict which catalyst facilitates the given reaction. (1) Reactant: [Cl:1][C:2]1[CH:3]=[C:4]([NH:9][C:10]2[C:19]3[C:14](=[C:15]([F:23])[CH:16]=[C:17]([N+:20]([O-])=O)[CH:18]=3)[N:13]=[CH:12][C:11]=2[C:24]#[N:25])[CH:5]=[CH:6][C:7]=1[F:8].O.O.[Sn](Cl)(Cl)(Cl)Cl. Product: [NH2:20][C:17]1[CH:18]=[C:19]2[C:14](=[C:15]([F:23])[CH:16]=1)[N:13]=[CH:12][C:11]([C:24]#[N:25])=[C:10]2[NH:9][C:4]1[CH:5]=[CH:6][C:7]([F:8])=[C:2]([Cl:1])[CH:3]=1. The catalyst class is: 14. (2) Reactant: FC(F)(F)C(O)=O.[O:8]=[C:9]1[N:13](C(OC(C)(C)C)=O)[CH:12]([CH2:21][CH2:22][C:23]([F:26])([F:25])[F:24])[CH2:11][N:10]1C(OC(C)(C)C)=O. Product: [F:26][C:23]([F:24])([F:25])[CH2:22][CH2:21][CH:12]1[CH2:11][NH:10][C:9](=[O:8])[NH:13]1. The catalyst class is: 4. (3) Reactant: [C:1]([CH2:3][CH2:4][N:5]1[CH2:13][C@H:12]([OH:14])[CH2:11][C@H:6]1[C:7]([O:9]C)=O)#[N:2].N1C=CN=C1.[CH2:20]([Si:22](Cl)([CH2:25][CH3:26])[CH2:23][CH3:24])[CH3:21]. Product: [CH2:20]([Si:22]([CH2:25][CH3:26])([CH2:23][CH3:24])[O:14][C@H:12]1[CH2:13][N:5]2[CH2:4][CH2:3][CH2:1][NH:2][C:7](=[O:9])[C@@H:6]2[CH2:11]1)[CH3:21]. The catalyst class is: 9.